This data is from Reaction yield outcomes from USPTO patents with 853,638 reactions. The task is: Predict the reaction yield, written as a fraction of the theoretical maximum amount of product (1.0 means a 100% yield; for example, 0.34 means a 34% yield). (1) The reactants are [C:1]([C:3]1[CH:8]=[CH:7][CH:6]=[CH:5][C:4]=1[C:9]1[CH:14]=[CH:13][C:12]([CH2:15][CH:16]([C:22](=O)[CH2:23][CH2:24][CH3:25])[C:17](OCC)=[O:18])=[CH:11][CH:10]=1)#[N:2].[CH3:27][O:28][CH2:29][C:30]1[NH:31][C:32]([NH:35][CH:36]([CH3:39])[CH2:37][CH3:38])=[N:33][N:34]=1. The product is [CH3:27][O:28][CH2:29][C:30]1[N:31]=[C:32]2[N:35]([CH:36]([CH3:39])[CH2:37][CH3:38])[C:17](=[O:18])[C:16]([CH2:15][C:12]3[CH:13]=[CH:14][C:9]([C:4]4[C:3]([C:1]#[N:2])=[CH:8][CH:7]=[CH:6][CH:5]=4)=[CH:10][CH:11]=3)=[C:22]([CH2:23][CH2:24][CH3:25])[N:33]2[N:34]=1. The yield is 0.410. No catalyst specified. (2) No catalyst specified. The reactants are [NH2:1][C:2]1[CH:3]=[C:4]([C:8]2[C:16]([C:17]3[CH:22]=[CH:21][N:20]=[C:19]([NH:23][C:24]4[CH:29]=[CH:28][C:27]([Cl:30])=[C:26]([O:31][CH2:32][CH2:33][N:34]5[CH2:38][CH2:37][CH2:36][CH2:35]5)[CH:25]=4)[N:18]=3)=[C:11]3[CH:12]=[CH:13][CH:14]=[CH:15][N:10]3[N:9]=2)[CH:5]=[CH:6][CH:7]=1.[S:39]1[CH:43]=[CH:42][CH:41]=[C:40]1[CH2:44][C:45](Cl)=[O:46]. The product is [Cl:30][C:27]1[CH:28]=[CH:29][C:24]([NH:23][C:19]2[N:18]=[C:17]([C:16]3[C:8]([C:4]4[CH:3]=[C:2]([NH:1][C:45](=[O:46])[CH2:44][C:40]5[S:39][CH:43]=[CH:42][CH:41]=5)[CH:7]=[CH:6][CH:5]=4)=[N:9][N:10]4[CH:15]=[CH:14][CH:13]=[CH:12][C:11]=34)[CH:22]=[CH:21][N:20]=2)=[CH:25][C:26]=1[O:31][CH2:32][CH2:33][N:34]1[CH2:35][CH2:36][CH2:37][CH2:38]1. The yield is 0.710. (3) The reactants are [CH2:1]([O:3][C:4]([C:6]([C:9]1[N:10](C(OC(C)(C)C)=O)[C:11]2[C:16]([CH:17]=1)=[CH:15][CH:14]=[CH:13][CH:12]=2)([CH3:8])[CH3:7])=[O:5])[CH3:2]. The catalyst is ClCCl.C(O)(C(F)(F)F)=O. The product is [NH:10]1[C:11]2[C:16](=[CH:15][CH:14]=[CH:13][CH:12]=2)[CH:17]=[C:9]1[C:6]([CH3:7])([CH3:8])[C:4]([O:3][CH2:1][CH3:2])=[O:5]. The yield is 0.780. (4) The reactants are [Cl:1][C:2]1[CH:3]=[C:4]2[C:9](=[CH:10][CH:11]=1)[NH:8][C:7](=[O:12])[C:6]([CH2:13][CH2:14][CH3:15])=[C:5]2[O:16][CH2:17][C:18]([F:21])([F:20])[F:19].[CH3:22][O:23][C:24]1[CH:31]=[CH:30][C:27]([CH2:28]Cl)=[CH:26][CH:25]=1. The catalyst is CN(C=O)C.[Ag-]=O. The product is [F:20][C:18]([F:19])([F:21])[CH2:17][O:16][C:5]1[C:4]2[C:9](=[CH:10][CH:11]=[C:2]([Cl:1])[CH:3]=2)[N:8]=[C:7]([O:12][CH2:28][C:27]2[CH:30]=[CH:31][C:24]([O:23][CH3:22])=[CH:25][CH:26]=2)[C:6]=1[CH2:13][CH2:14][CH3:15]. The yield is 0.470.